Dataset: Full USPTO retrosynthesis dataset with 1.9M reactions from patents (1976-2016). Task: Predict the reactants needed to synthesize the given product. (1) Given the product [C:8]1([C:6]2[N:7]=[C:2]([C:20]#[N:21])[C:3]3[NH:16][CH:15]=[CH:14][C:4]=3[N:5]=2)[CH:13]=[CH:12][CH:11]=[CH:10][CH:9]=1, predict the reactants needed to synthesize it. The reactants are: Cl[C:2]1[C:3]2[NH:16][CH:15]=[CH:14][C:4]=2[N:5]=[C:6]([C:8]2[CH:13]=[CH:12][CH:11]=[CH:10][CH:9]=2)[N:7]=1.[C-]#N.[K+].[CH3:20][N:21](C)CCN(C)C.C1(P(C2C=CC=CC=2)CCCCCP(C2C=CC=CC=2)C2C=CC=CC=2)C=CC=CC=1. (2) Given the product [N:1]1([C:9]2[N:13]3[CH2:14][CH2:15][N:16]([C:18]([O:20][C:21]([CH3:24])([CH3:23])[CH3:22])=[O:19])[CH2:17][C:12]3=[N:11][N:10]=2)[CH:5]=[CH:4][CH:3]=[N:2]1, predict the reactants needed to synthesize it. The reactants are: [NH:1]1[CH:5]=[CH:4][CH:3]=[N:2]1.[H-].[Na+].Br[C:9]1[N:13]2[CH2:14][CH2:15][N:16]([C:18]([O:20][C:21]([CH3:24])([CH3:23])[CH3:22])=[O:19])[CH2:17][C:12]2=[N:11][N:10]=1. (3) Given the product [NH2:24][S:21]([C:15]1[CH:14]=[CH:13][C:18]([N:19]2[C:3](=[O:4])[CH2:5][C:6]([CH2:8][C:9]([O:11][CH3:12])=[O:10])=[N:20]2)=[CH:17][CH:16]=1)(=[O:23])=[O:22], predict the reactants needed to synthesize it. The reactants are: CO[C:3]([CH2:5][C:6]([CH2:8][C:9]([O:11][CH3:12])=[O:10])=O)=[O:4].[CH:13]1[C:18]([NH:19][NH2:20])=[CH:17][CH:16]=[C:15]([S:21]([NH2:24])(=[O:23])=[O:22])[CH:14]=1.Cl.C(=O)(O)[O-].[Na+]. (4) Given the product [O:8]1[C:9]2[C:10](=[N:11][CH:12]=[CH:13][CH:14]=2)[O:15][CH:7]1[CH2:6][NH:16][CH2:17][CH2:18][CH2:19][N:20]1[CH2:25][C:24]([CH3:26])([CH3:27])[CH2:23][NH:22][C:21]1=[O:28], predict the reactants needed to synthesize it. The reactants are: CS(O[CH2:6][CH:7]1[O:15][C:10]2=[N:11][CH:12]=[CH:13][CH:14]=[C:9]2[O:8]1)(=O)=O.[NH2:16][CH2:17][CH2:18][CH2:19][N:20]1[CH2:25][C:24]([CH3:27])([CH3:26])[CH2:23][NH:22][C:21]1=[O:28]. (5) The reactants are: [CH3:1][O:2][CH2:3][C:4]1[O:5][C:6]2[CH:12]=[CH:11][C:10]3[CH:13]=[N:14][N:15]([CH2:16][C@H:17](O)[CH3:18])[C:9]=3[C:7]=2[N:8]=1.C(N(CC)CC)C.CS(OS(C)(=O)=O)(=O)=O.[N-:36]=[N+:37]=[N-:38].[Na+]. Given the product [N:36]([C@@H:17]([CH3:18])[CH2:16][N:15]1[C:9]2[C:7]3[N:8]=[C:4]([CH2:3][O:2][CH3:1])[O:5][C:6]=3[CH:12]=[CH:11][C:10]=2[CH:13]=[N:14]1)=[N+:37]=[N-:38], predict the reactants needed to synthesize it. (6) Given the product [Si:11]([O:18][C@H:19]1[C@H:23]2[O:24][CH2:25][CH:26]([CH2:27][CH:28]=[O:29])[C@H:22]2[O:21][CH2:20]1)([C:14]([CH3:17])([CH3:15])[CH3:16])([CH3:13])[CH3:12], predict the reactants needed to synthesize it. The reactants are: CS(C)=O.C(Cl)(C(Cl)=O)=O.[Si:11]([O:18][C@H:19]1[C@H:23]2[O:24][CH2:25][CH:26]([CH2:27][CH2:28][OH:29])[C@H:22]2[O:21][CH2:20]1)([C:14]([CH3:17])([CH3:16])[CH3:15])([CH3:13])[CH3:12].CCN(CC)CC. (7) Given the product [NH:6]1[C:7]2[C:3](=[C:2]([O:1][C:13](=[O:14])[N:12]([CH3:11])[C:16]3[CH:21]=[CH:20][CH:19]=[CH:18][CH:17]=3)[CH:10]=[CH:9][CH:8]=2)[CH:4]=[CH:5]1, predict the reactants needed to synthesize it. The reactants are: [OH:1][C:2]1[CH:10]=[CH:9][CH:8]=[C:7]2[C:3]=1[CH:4]=[CH:5][NH:6]2.[CH3:11][N:12]([C:16]1[CH:21]=[CH:20][CH:19]=[CH:18][CH:17]=1)[C:13](Cl)=[O:14]. (8) Given the product [CH2:2]([O:9][C:10]1[CH:19]=[CH:18][CH:17]=[C:16]2[C:11]=1[CH2:12][CH2:13][CH2:14][CH:15]2[C:20]([N:22]([CH2:23][C:24]1[CH:25]=[N:26][N:27]([CH2:38][CH3:39])[CH:28]=1)[C:29]1[CH:30]=[N:31][C:32]([CH:35]([CH3:37])[CH3:36])=[CH:33][CH:34]=1)=[O:21])[C:3]1[CH:8]=[CH:7][CH:6]=[CH:5][CH:4]=1, predict the reactants needed to synthesize it. The reactants are: Cl.[CH2:2]([O:9][C:10]1[CH:19]=[CH:18][CH:17]=[C:16]2[C:11]=1[CH2:12][CH2:13][CH2:14][CH:15]2[C:20]([N:22]([C:29]1[CH:30]=[N:31][C:32]([CH:35]([CH3:37])[CH3:36])=[CH:33][CH:34]=1)[CH2:23][C:24]1[CH:25]=[N:26][NH:27][CH:28]=1)=[O:21])[C:3]1[CH:8]=[CH:7][CH:6]=[CH:5][CH:4]=1.[CH2:38](I)[CH3:39]. (9) Given the product [NH2:20][C:12]([NH2:11])=[O:13].[NH2:8][C:9]([O:37][CH2:31][CH3:32])=[O:10], predict the reactants needed to synthesize it. The reactants are: CC1C=CC([N:8]=[C:9]=[O:10])=CC=1[N:11]=[C:12]=[O:13].C1C([NH2:20])=CC=C(S(C2C=CC(N)=CC=2)(=O)=O)C=1.[C:31]1([OH:37])C=CC=C[CH:32]=1.C(N(CC)CC)C. (10) Given the product [NH2:8][C:5]1[C:4]([CH3:9])=[C:3]([CH3:10])[C:2]([C:11]#[N:12])=[CH:7][N:6]=1, predict the reactants needed to synthesize it. The reactants are: Br[C:2]1[C:3]([CH3:10])=[C:4]([CH3:9])[C:5]([NH2:8])=[N:6][CH:7]=1.[C:11]([Cu])#[N:12].C(N)CN.